Task: Predict the product of the given reaction.. Dataset: Forward reaction prediction with 1.9M reactions from USPTO patents (1976-2016) (1) Given the reactants [Al].[Pb](Br)Br.[OH:5][C:6]1[CH:7]=[C:8]([CH:11]=[CH:12][CH:13]=1)[CH:9]=[O:10].[C:14](Cl)([Cl:17])([Cl:16])[Cl:15], predict the reaction product. The product is: [Cl:15][C:14]([Cl:17])([Cl:16])[CH:9]([C:8]1[CH:7]=[C:6]([OH:5])[CH:13]=[CH:12][CH:11]=1)[OH:10]. (2) Given the reactants [CH3:1][O:2][C:3](=[O:35])[C:4]1[CH:9]=[C:8]([N:10]2[CH:14]=[C:13]([C:15]3[CH:20]=[CH:19][C:18]([Cl:21])=[CH:17][C:16]=3[Cl:22])[N:12]=[C:11]2[CH2:23][C:24]2[CH:29]=[CH:28][C:27](Br)=[CH:26][CH:25]=2)[CH:7]=[CH:6][C:5]=1[C:31]([F:34])([F:33])[F:32].[OH:36][C:37]1[CH:42]=[CH:41][C:40](B(O)O)=[CH:39][CH:38]=1, predict the reaction product. The product is: [CH3:1][O:2][C:3](=[O:35])[C:4]1[CH:9]=[C:8]([N:10]2[CH:14]=[C:13]([C:15]3[CH:20]=[CH:19][C:18]([Cl:21])=[CH:17][C:16]=3[Cl:22])[N:12]=[C:11]2[CH2:23][C:24]2[CH:29]=[CH:28][C:27]([C:40]3[CH:41]=[CH:42][C:37]([OH:36])=[CH:38][CH:39]=3)=[CH:26][CH:25]=2)[CH:7]=[CH:6][C:5]=1[C:31]([F:34])([F:33])[F:32]. (3) Given the reactants C(OC(=O)[N:7]([CH2:13][CH2:14][N:15]([CH3:17])[CH3:16])[CH2:8][CH2:9][N:10]([CH3:12])[CH3:11])(C)(C)C.Cl, predict the reaction product. The product is: [CH3:16][N:15]([CH3:17])[CH2:14][CH2:13][NH:7][CH2:8][CH2:9][N:10]([CH3:12])[CH3:11]. (4) Given the reactants OC(C(F)(F)F)=O.[C:8]([O:12][C:13]([N:15]([CH2:21][C:22]([O:24][CH2:25][CH3:26])=[O:23])[CH:16]([CH3:20])[C:17]([OH:19])=O)=[O:14])([CH3:11])([CH3:10])[CH3:9].CCN=C=NCCCN(C)C.C1C=CC2N(O)N=NC=2C=1.[CH2:48]([O:50][C:51](=[O:69])[CH2:52][C@H:53]([NH2:68])[CH2:54][C:55]1[CH:60]=[CH:59][C:58]([C:61]2[CH:66]=[CH:65][CH:64]=[C:63]([Cl:67])[CH:62]=2)=[CH:57][CH:56]=1)[CH3:49], predict the reaction product. The product is: [CH2:48]([O:50][C:51](=[O:69])[CH2:52][C@H:53]([NH:68][C:17](=[O:19])[CH:16]([N:15]([C:13]([O:12][C:8]([CH3:9])([CH3:10])[CH3:11])=[O:14])[CH2:21][C:22]([O:24][CH2:25][CH3:26])=[O:23])[CH3:20])[CH2:54][C:55]1[CH:60]=[CH:59][C:58]([C:61]2[CH:66]=[CH:65][CH:64]=[C:63]([Cl:67])[CH:62]=2)=[CH:57][CH:56]=1)[CH3:49]. (5) The product is: [Cl:1][C:2]1[N:7]=[CH:6][C:5]([S:8]([NH:18][CH:15]2[CH2:16][CH2:17][S:13](=[O:19])(=[O:12])[CH2:14]2)(=[O:10])=[O:9])=[CH:4][CH:3]=1. Given the reactants [Cl:1][C:2]1[N:7]=[CH:6][C:5]([S:8](Cl)(=[O:10])=[O:9])=[CH:4][CH:3]=1.[O:12]=[S:13]1(=[O:19])[CH2:17][CH2:16][CH:15]([NH2:18])[CH2:14]1, predict the reaction product. (6) Given the reactants [NH:1](C(OC(C)(C)C)=O)[CH2:2][C:3]([NH:5][C@H:6]([C:24]([N:26]1[CH2:65][CH2:64][CH2:63][C@H:27]1[C:28]([NH:30][C@H:31]([C:33]([NH:35][C@H:36]([C:53]([O:55][CH2:56][C:57]1[CH:62]=[CH:61][CH:60]=[CH:59][CH:58]=1)=[O:54])[CH2:37][CH2:38][CH2:39][CH2:40][NH:41][C:42]([O:44][CH2:45][C:46]1[CH:52]=[CH:51][CH:50]=[CH:49][C:47]=1[Cl:48])=[O:43])=[O:34])[CH3:32])=[O:29])=[O:25])[CH2:7][CH2:8][CH2:9][NH:10][C:11](=[NH:23])[NH:12][S:13]([C:16]1[CH:22]=[CH:21][C:19]([CH3:20])=[CH:18][CH:17]=1)(=[O:15])=[O:14])=[O:4].C(Cl)(Cl)[Cl:74].CO, predict the reaction product. The product is: [NH:1]([Cl:74])[CH2:2][C:3]([NH:5][C@H:6]([C:24]([N:26]1[CH2:65][CH2:64][CH2:63][C@H:27]1[C:28]([NH:30][C@H:31]([C:33]([NH:35][C@H:36]([C:53]([O:55][CH2:56][C:57]1[CH:62]=[CH:61][CH:60]=[CH:59][CH:58]=1)=[O:54])[CH2:37][CH2:38][CH2:39][CH2:40][NH:41][C:42]([O:44][CH2:45][C:46]1[CH:52]=[CH:51][CH:50]=[CH:49][C:47]=1[Cl:48])=[O:43])=[O:34])[CH3:32])=[O:29])=[O:25])[CH2:7][CH2:8][CH2:9][NH:10][C:11](=[NH:23])[NH:12][S:13]([C:16]1[CH:22]=[CH:21][C:19]([CH3:20])=[CH:18][CH:17]=1)(=[O:15])=[O:14])=[O:4]. (7) Given the reactants CC(C)([O-])C.[K+].[C:7]([CH2:9]P(=O)(OCC)OCC)#[N:8].O=[C:19]1[CH2:22][C:21]([CH2:26][C:27]#[N:28])([CH2:23][C:24]#[N:25])[CH2:20]1, predict the reaction product. The product is: [C:21]1([CH2:26][C:27]#[N:28])([CH2:23][C:24]#[N:25])[CH2:22][C:19](=[CH:9][C:7]#[N:8])[CH2:20]1.